From a dataset of Full USPTO retrosynthesis dataset with 1.9M reactions from patents (1976-2016). Predict the reactants needed to synthesize the given product. (1) Given the product [CH:16]1([NH:18][C:9]([CH:7]2[CH2:6][CH:5]([CH2:1][CH:2]([CH3:3])[CH3:4])[CH2:8]2)=[O:11])[CH2:17][CH2:15]1, predict the reactants needed to synthesize it. The reactants are: [CH2:1]([CH:5]1[CH2:8][CH:7]([C:9]([OH:11])=O)[CH2:6]1)[CH:2]([CH3:4])[CH3:3].C1C=C[C:15]2N(O)N=[N:18][C:16]=2[CH:17]=1.C1(N)CC1.CCN=C=NCCCN(C)C.Cl. (2) Given the product [CH2:1]([C:5]1=[CH:6][N:7]([C:24]([CH3:25])([CH3:26])[CH3:27])[S:8]/[C:9]/1=[N:10]\[C:11]([C:13]1([CH3:23])[CH2:17][CH2:16][CH:15]([C:18]([N:32]2[CH2:33][C:30]([F:34])([F:29])[CH2:31]2)=[O:20])[C:14]1([CH3:21])[CH3:22])=[O:12])[CH2:2][CH2:3][CH3:4], predict the reactants needed to synthesize it. The reactants are: [CH2:1]([C:5]1=[CH:6][N:7]([C:24]([CH3:27])([CH3:26])[CH3:25])[S:8]/[C:9]/1=[N:10]\[C:11]([C:13]1([CH3:23])[CH2:17][CH2:16][CH:15]([C:18]([OH:20])=O)[C:14]1([CH3:22])[CH3:21])=[O:12])[CH2:2][CH2:3][CH3:4].Cl.[F:29][C:30]1([F:34])[CH2:33][NH:32][CH2:31]1. (3) Given the product [C:58]([C:56]1[CH:57]=[C:49]([NH:48][C:8]([NH:9][C:10]2[C:19]3[C:14](=[CH:15][CH:16]=[CH:17][CH:18]=3)[C:13]([O:20][C:21]3[CH:26]=[CH:25][N:24]=[C:23]([NH:27][C:28]4[CH:33]=[C:32]([O:34][CH2:35][CH2:36][O:37][CH2:38][CH2:39][O:40][CH2:41][CH2:42][O:43][CH3:44])[CH:31]=[C:30]([O:45][CH3:46])[CH:29]=4)[N:22]=3)=[CH:12][CH:11]=2)=[O:7])[C:50]([O:62][CH3:63])=[C:51]([CH:55]=1)[C:52]([NH2:54])=[O:53])([CH3:60])([CH3:59])[CH3:61], predict the reactants needed to synthesize it. The reactants are: C1([O:7][C:8](=O)[NH:9][C:10]2[C:19]3[C:14](=[CH:15][CH:16]=[CH:17][CH:18]=3)[C:13]([O:20][C:21]3[CH:26]=[CH:25][N:24]=[C:23]([NH:27][C:28]4[CH:33]=[C:32]([O:34][CH2:35][CH2:36][O:37][CH2:38][CH2:39][O:40][CH2:41][CH2:42][O:43][CH3:44])[CH:31]=[C:30]([O:45][CH3:46])[CH:29]=4)[N:22]=3)=[CH:12][CH:11]=2)C=CC=CC=1.[NH2:48][C:49]1[C:50]([O:62][CH3:63])=[C:51]([CH:55]=[C:56]([C:58]([CH3:61])([CH3:60])[CH3:59])[CH:57]=1)[C:52]([NH2:54])=[O:53]. (4) The reactants are: [NH2:1][C:2]1[N:7]=[C:6]([C:8]2[CH:16]=[CH:15][C:11]3[O:12][CH2:13][O:14][C:10]=3[CH:9]=2)[C:5]([C:17]#[N:18])=[C:4](S(C)(=O)=O)[N:3]=1.[NH2:23][CH2:24][CH2:25][N:26]1[CH2:31][CH2:30][O:29][CH2:28][CH2:27]1. Given the product [NH2:1][C:2]1[N:7]=[C:6]([C:8]2[CH:16]=[CH:15][C:11]3[O:12][CH2:13][O:14][C:10]=3[CH:9]=2)[C:5]([C:17]#[N:18])=[C:4]([NH:23][CH2:24][CH2:25][N:26]2[CH2:31][CH2:30][O:29][CH2:28][CH2:27]2)[N:3]=1, predict the reactants needed to synthesize it.